This data is from Forward reaction prediction with 1.9M reactions from USPTO patents (1976-2016). The task is: Predict the product of the given reaction. (1) The product is: [S:19]1[CH:23]=[C:22]([CH2:24][CH2:25][NH:26][CH2:1][C:3]2[CH:18]=[CH:17][C:6]([O:7][C:8]3[CH:9]=[CH:10][C:11]([C:14]([NH2:16])=[O:15])=[N:12][CH:13]=3)=[CH:5][CH:4]=2)[C:21]2[CH:27]=[CH:28][CH:29]=[CH:30][C:20]1=2. Given the reactants [CH:1]([C:3]1[CH:18]=[CH:17][C:6]([O:7][C:8]2[CH:9]=[CH:10][C:11]([C:14]([NH2:16])=[O:15])=[N:12][CH:13]=2)=[CH:5][CH:4]=1)=O.[S:19]1[CH:23]=[C:22]([CH2:24][CH2:25][NH2:26])[C:21]2[CH:27]=[CH:28][CH:29]=[CH:30][C:20]1=2, predict the reaction product. (2) Given the reactants C([O:3][C:4]([C:6]1[CH:7]=[N:8][C:9]2[C:14]([C:15]=1[NH:16][CH:17]1[CH2:21][CH2:20][CH2:19][CH2:18]1)=[CH:13][CH:12]=[CH:11][C:10]=2[O:22][CH3:23])=O)C.[F:24][C:25]1[CH:30]=[C:29]([N:31]=[C:32]=[O:33])[CH:28]=[CH:27][C:26]=1[CH3:34], predict the reaction product. The product is: [CH:17]1([N:16]2[C:15]3[C:14]4[CH:13]=[CH:12][CH:11]=[C:10]([O:22][CH3:23])[C:9]=4[N:8]=[CH:7][C:6]=3[C:4](=[O:3])[N:31]([C:29]3[CH:28]=[CH:27][C:26]([CH3:34])=[C:25]([F:24])[CH:30]=3)[C:32]2=[O:33])[CH2:18][CH2:19][CH2:20][CH2:21]1. (3) Given the reactants [CH2:1]([O:3][C:4]1[CH:10]=[CH:9][C:7]([NH2:8])=[C:6]([C:11]2[O:12][CH:13]=[CH:14][CH:15]=2)[CH:5]=1)[CH3:2].Cl[C:17]([O:19][C:20]1[CH:25]=[CH:24][CH:23]=[CH:22][CH:21]=1)=[O:18].N1C=CC=CC=1, predict the reaction product. The product is: [CH2:1]([O:3][C:4]1[CH:10]=[CH:9][C:7]([NH:8][C:17](=[O:18])[O:19][C:20]2[CH:25]=[CH:24][CH:23]=[CH:22][CH:21]=2)=[C:6]([C:11]2[O:12][CH:13]=[CH:14][CH:15]=2)[CH:5]=1)[CH3:2]. (4) The product is: [OH:2][CH2:1][C:3]1[S:36][C:6]2[N:7]([CH2:21][C:22]3[CH:23]=[CH:24][C:25]([C:28]4[C:29]([C:34]#[N:35])=[CH:30][CH:31]=[CH:32][CH:33]=4)=[CH:26][CH:27]=3)[C:8](=[O:20])[N:9]([CH2:12][CH2:13][C:14]3[CH:15]=[CH:16][CH:17]=[CH:18][CH:19]=3)[C:10](=[O:11])[C:5]=2[CH:4]=1. Given the reactants [CH:1]([C:3]1[S:36][C:6]2[N:7]([CH2:21][C:22]3[CH:27]=[CH:26][C:25]([C:28]4[C:29]([C:34]#[N:35])=[CH:30][CH:31]=[CH:32][CH:33]=4)=[CH:24][CH:23]=3)[C:8](=[O:20])[N:9]([CH2:12][CH2:13][C:14]3[CH:19]=[CH:18][CH:17]=[CH:16][CH:15]=3)[C:10](=[O:11])[C:5]=2[CH:4]=1)=[O:2].O1CCCC1.[BH4-].[Na+], predict the reaction product.